This data is from Reaction yield outcomes from USPTO patents with 853,638 reactions. The task is: Predict the reaction yield, written as a fraction of the theoretical maximum amount of product (1.0 means a 100% yield; for example, 0.34 means a 34% yield). (1) The yield is 0.420. The reactants are C([O:9][C@@H:10]1[C@H:14]([O:15]C(=O)C2C=CC=CC=2)[C@@H:13]([CH2:24][O:25]C(=O)C2C=CC=CC=2)[O:12][CH:11]1[C:34]([OH:36])=O)(=O)C1C=CC=CC=1.C1(P(C2C=CC=CC=2)C2C=CC=CC=2)C=CC=CC=1.C1C=C(SSC2N=CC=CC=2)N=CC=1.[CH3:70][O:71][C:72]1[CH:73]=[C:74]([CH:77]=[CH:78][CH:79]=1)[NH:75][CH3:76]. The catalyst is C1COCC1. The product is [OH:9][C@@H:10]1[C@H:14]([OH:15])[C@@H:13]([CH2:24][OH:25])[O:12][CH:11]1[C:34]([N:75]([C:74]1[CH:77]=[CH:78][CH:79]=[C:72]([O:71][CH3:70])[CH:73]=1)[CH3:76])=[O:36]. (2) The reactants are Cl.[CH:2]1([CH2:5][C:6](=[NH:8])[NH2:7])[CH2:4][CH2:3]1.C[O-].[Na+].[C:12]([C:14]1[CH:19]=[CH:18][CH:17]=[CH:16][C:15]=1[C:20]1[CH:25]=[CH:24][C:23]([CH2:26][CH:27]([C:32](=O)[CH2:33][CH2:34][CH2:35][CH3:36])[C:28](OC)=[O:29])=[CH:22][CH:21]=1)#[N:13]. The catalyst is CO. The product is [CH2:33]([C:32]1[N:8]=[C:6]([CH2:5][CH:2]2[CH2:4][CH2:3]2)[NH:7][C:28](=[O:29])[C:27]=1[CH2:26][C:23]1[CH:22]=[CH:21][C:20]([C:15]2[C:14]([C:12]#[N:13])=[CH:19][CH:18]=[CH:17][CH:16]=2)=[CH:25][CH:24]=1)[CH2:34][CH2:35][CH3:36]. The yield is 0.760. (3) The reactants are [C:1]([C:4]1[N:9]=[C:8]([CH3:10])[N:7]=[C:6]([C:11]([NH:13][CH2:14][C:15]2[CH:20]=[CH:19][C:18]([F:21])=[C:17]([O:22][CH3:23])[CH:16]=2)=[O:12])[CH:5]=1)(=[O:3])[CH3:2].[CH:24](=O)[C:25]1[CH:30]=[CH:29][CH:28]=[N:27][CH:26]=1.[Cl-].[Al+3].[Cl-].[Cl-].O. The catalyst is C(Cl)Cl. The product is [F:21][C:18]1[CH:19]=[CH:20][C:15]([CH2:14][NH:13][C:11]([C:6]2[CH:5]=[C:4]([C:1](=[O:3])[CH:2]=[CH:24][C:25]3[CH:26]=[N:27][CH:28]=[CH:29][CH:30]=3)[N:9]=[C:8]([CH3:10])[N:7]=2)=[O:12])=[CH:16][C:17]=1[O:22][CH3:23]. The yield is 0.234.